Dataset: TCR-epitope binding with 47,182 pairs between 192 epitopes and 23,139 TCRs. Task: Binary Classification. Given a T-cell receptor sequence (or CDR3 region) and an epitope sequence, predict whether binding occurs between them. (1) The epitope is YLDAYNMMI. The TCR CDR3 sequence is CASSLVGGGLYEQYF. Result: 1 (the TCR binds to the epitope). (2) The TCR CDR3 sequence is CASSLDGGAYEQYF. The epitope is GTITVEELK. Result: 0 (the TCR does not bind to the epitope). (3) The epitope is NLVPMVATV. The TCR CDR3 sequence is CASSYSIGGSNQPQHF. Result: 0 (the TCR does not bind to the epitope). (4) The epitope is AMFWSVPTV. The TCR CDR3 sequence is CASSLDINSLPDQPQHF. Result: 0 (the TCR does not bind to the epitope). (5) The epitope is SLVKPSFYV. The TCR CDR3 sequence is CASSPLGEYNEQFF. Result: 1 (the TCR binds to the epitope).